Dataset: Full USPTO retrosynthesis dataset with 1.9M reactions from patents (1976-2016). Task: Predict the reactants needed to synthesize the given product. (1) Given the product [CH2:1]([CH:8]1[CH2:12][O:11][C:10](=[O:13])[N:9]1[C:14](=[O:28])[CH:15]([CH3:27])[CH:16]([O:26][Si:35]([CH2:40][CH3:41])([CH2:38][CH3:39])[CH2:36][CH3:37])[C:17]([CH3:25])=[CH:18][C:19]1[N:20]=[C:21]([CH3:24])[S:22][CH:23]=1)[C:2]1[CH:7]=[CH:6][CH:5]=[CH:4][CH:3]=1, predict the reactants needed to synthesize it. The reactants are: [CH2:1]([CH:8]1[CH2:12][O:11][C:10](=[O:13])[N:9]1[C:14](=[O:28])[CH:15]([CH3:27])[CH:16]([OH:26])[C:17]([CH3:25])=[CH:18][C:19]1[N:20]=[C:21]([CH3:24])[S:22][CH:23]=1)[C:2]1[CH:7]=[CH:6][CH:5]=[CH:4][CH:3]=1.N1C=CN=C1.Cl[Si:35]([CH2:40][CH3:41])([CH2:38][CH3:39])[CH2:36][CH3:37]. (2) The reactants are: [Cl:1][C:2]1[CH:7]=[CH:6][CH:5]=[CH:4][C:3]=1[C:8]1[C:9](=[O:27])[N:10]([C:20]2[CH:25]=[CH:24][C:23]([OH:26])=[CH:22][CH:21]=2)[CH:11]=[C:12]([C:14]2[CH:19]=[CH:18][CH:17]=[CH:16][N:15]=2)[CH:13]=1.[CH3:28][N:29]([CH2:31][CH2:32]Cl)[CH3:30].C(=O)([O-])[O-].[K+].[K+]. Given the product [Cl:1][C:2]1[CH:7]=[CH:6][CH:5]=[CH:4][C:3]=1[C:8]1[C:9](=[O:27])[N:10]([C:20]2[CH:21]=[CH:22][C:23]([O:26][CH2:32][CH2:31][N:29]([CH3:30])[CH3:28])=[CH:24][CH:25]=2)[CH:11]=[C:12]([C:14]2[CH:19]=[CH:18][CH:17]=[CH:16][N:15]=2)[CH:13]=1, predict the reactants needed to synthesize it. (3) Given the product [F:26][C:24]1[CH:25]=[C:20]([C@H:7]2[NH:6][C@@H:5]([C:3]([O:2][CH3:1])=[O:4])[CH2:10][CH2:9][CH2:8]2)[CH:21]=[C:22]([F:28])[C:23]=1[F:27], predict the reactants needed to synthesize it. The reactants are: [CH3:1][O:2][C:3]([C@H:5]1[CH2:10][CH2:9][CH2:8][C:7](=O)[N:6]1C(OC(C)(C)C)=O)=[O:4].Br[C:20]1[CH:25]=[C:24]([F:26])[C:23]([F:27])=[C:22]([F:28])[CH:21]=1.[Mg].